Task: Regression/Classification. Given a drug SMILES string, predict its absorption, distribution, metabolism, or excretion properties. Task type varies by dataset: regression for continuous measurements (e.g., permeability, clearance, half-life) or binary classification for categorical outcomes (e.g., BBB penetration, CYP inhibition). Dataset: cyp3a4_veith.. Dataset: CYP3A4 inhibition data for predicting drug metabolism from PubChem BioAssay (1) The compound is COc1cccc(CNCCc2c[nH]c3ccccc23)c1OCc1ccccc1F.Cl. The result is 1 (inhibitor). (2) The result is 1 (inhibitor). The drug is Fc1ccc(Cn2c(SCc3ccc(F)c(C(F)(F)F)c3)nnc2C(F)(F)F)cc1.